From a dataset of Catalyst prediction with 721,799 reactions and 888 catalyst types from USPTO. Predict which catalyst facilitates the given reaction. (1) Reactant: [CH:1]([C:4]1[CH:9]=[CH:8][C:7]([C:10]([C:12]2[CH:17]=[C:16]([O:18][CH2:19][C:20]#[CH:21])[CH:15]=[CH:14][C:13]=2[NH:22][CH2:23][C:24]2[NH:28][N:27]=[N:26][N:25]=2)=[O:11])=[CH:6][CH:5]=1)([CH3:3])[CH3:2].[C:29]([O-:32])([O-])=[O:30].[K+].[K+].Cl[CH2:36][C:37]#N. Product: [CH:1]([C:4]1[CH:5]=[CH:6][C:7]([C:10]([C:12]2[CH:17]=[C:16]([O:18][CH2:19][C:20]#[CH:21])[CH:15]=[CH:14][C:13]=2[NH:22][CH2:23][C:24]2[N:25]=[N:26][N:27]([CH2:36][CH2:37][O:32][CH3:29])[N:28]=2)=[O:11])=[CH:8][CH:9]=1)([CH3:3])[CH3:2].[CH:1]([C:4]1[CH:5]=[CH:6][C:7]([C:10]([C:12]2[CH:17]=[C:16]([O:18][CH2:19][C:20]#[CH:21])[CH:15]=[CH:14][C:13]=2[NH:22][CH2:23][C:24]2[N:28]([CH2:36][CH2:37][O:30][CH3:29])[N:27]=[N:26][N:25]=2)=[O:11])=[CH:8][CH:9]=1)([CH3:3])[CH3:2]. The catalyst class is: 573. (2) Reactant: Cl.[CH3:2][C:3]1[C:11]2[C:10](=[O:12])[NH:9][C:8]([CH:13]3[CH2:18][CH2:17][NH:16][CH2:15][CH2:14]3)=[N:7][C:6]=2[N:5]([C:19]2[CH:24]=[CH:23][CH:22]=[CH:21][CH:20]=2)[N:4]=1.O=[C:26]1[CH2:30][CH2:29][N:28]([C:31]([O:33][C:34]([CH3:37])([CH3:36])[CH3:35])=[O:32])[CH2:27]1.[BH3-]C#N.[Na+]. Product: [CH3:2][C:3]1[C:11]2[C:10](=[O:12])[NH:9][C:8]([CH:13]3[CH2:14][CH2:15][N:16]([CH:30]4[CH2:26][CH2:27][N:28]([C:31]([O:33][C:34]([CH3:37])([CH3:36])[CH3:35])=[O:32])[CH2:29]4)[CH2:17][CH2:18]3)=[N:7][C:6]=2[N:5]([C:19]2[CH:24]=[CH:23][CH:22]=[CH:21][CH:20]=2)[N:4]=1. The catalyst class is: 5. (3) The catalyst class is: 19. Reactant: C([N:8]1[CH2:12][CH:11]([OH:13])[C:10]2([CH2:17][CH2:16][CH2:15][CH2:14]2)[CH2:9]1)C1C=CC=CC=1. Product: [CH2:9]1[C:10]2([CH2:17][CH2:16][CH2:15][CH2:14]2)[CH:11]([OH:13])[CH2:12][NH:8]1. (4) Reactant: [Cl:1][C:2]1[CH:10]=[C:9]2[C:5](/[C:6](=[CH:12]/[C:13]3[CH:18]=[C:17]([Cl:19])[CH:16]=[CH:15][C:14]=3[O:20][C:21]3[CH:26]=[CH:25][C:24]([O:27][CH3:28])=[CH:23][CH:22]=3)/[C:7](=[O:11])[NH:8]2)=[CH:4][CH:3]=1.[C:29]([O:33][C:34](O[C:34]([O:33][C:29]([CH3:32])([CH3:31])[CH3:30])=[O:35])=[O:35])([CH3:32])([CH3:31])[CH3:30]. Product: [C:29]([O:33][C:34]([N:8]1[C:9]2[C:5](=[CH:4][CH:3]=[C:2]([Cl:1])[CH:10]=2)/[C:6](=[CH:12]/[C:13]2[CH:18]=[C:17]([Cl:19])[CH:16]=[CH:15][C:14]=2[O:20][C:21]2[CH:22]=[CH:23][C:24]([O:27][CH3:28])=[CH:25][CH:26]=2)/[C:7]1=[O:11])=[O:35])([CH3:32])([CH3:31])[CH3:30]. The catalyst class is: 112. (5) Reactant: CC1C=C(C(C)(C)C)C=C(C)C=1S(F)(F)[F:14].[CH:17]1[CH:22]=[CH:21][C:20]([C@@H:23](O)[C@@H:24](O)[C:25]2[CH:30]=[CH:29][CH:28]=[CH:27][CH:26]=2)=C[CH:18]=1.FC(C1C=CC=CC=1)[CH:35]([F:42])C1C=CC=CC=1. Product: [F:14][CH:35]([F:42])[CH:24]([C:23]1[CH:18]=[CH:17][CH:22]=[CH:21][CH:20]=1)[C:25]1[CH:26]=[CH:27][CH:28]=[CH:29][CH:30]=1. The catalyst class is: 2.